From a dataset of Forward reaction prediction with 1.9M reactions from USPTO patents (1976-2016). Predict the product of the given reaction. (1) Given the reactants [Si:1]([O:18][CH2:19][CH2:20][CH2:21][CH:22]([OH:26])[CH:23]([CH3:25])[CH3:24])([C:14]([CH3:17])([CH3:16])[CH3:15])([C:8]1[CH:13]=[CH:12][CH:11]=[CH:10][CH:9]=1)[C:2]1[CH:7]=[CH:6][CH:5]=[CH:4][CH:3]=1.[CH3:27][C:28]1[CH:33]=[CH:32][C:31]([S:34](Cl)(=[O:36])=[O:35])=[CH:30][CH:29]=1, predict the reaction product. The product is: [CH3:27][C:28]1[CH:33]=[CH:32][C:31]([S:34]([O:26][CH:22]([CH:23]([CH3:24])[CH3:25])[CH2:21][CH2:20][CH2:19][O:18][Si:1]([C:14]([CH3:16])([CH3:17])[CH3:15])([C:8]2[CH:9]=[CH:10][CH:11]=[CH:12][CH:13]=2)[C:2]2[CH:3]=[CH:4][CH:5]=[CH:6][CH:7]=2)(=[O:36])=[O:35])=[CH:30][CH:29]=1. (2) Given the reactants Cl[C:2]1[CH:7]=[C:6]([Cl:8])[CH:5]=[C:4]([C:9]2[CH:14]=[CH:13][C:12]([O:15][CH:16]([CH3:18])[CH3:17])=[CH:11][CH:10]=2)[N:3]=1.CN1CC(=O)OB([C:29]2[CH:30]=[N:31][CH:32]=[CH:33][CH:34]=2)OC(=O)C1.[O-]P([O-])([O-])=O.[K+].[K+].[K+], predict the reaction product. The product is: [Cl:8][C:6]1[CH:5]=[C:4]([C:9]2[CH:14]=[CH:13][C:12]([O:15][CH:16]([CH3:18])[CH3:17])=[CH:11][CH:10]=2)[N:3]=[C:2]([C:34]2[CH:33]=[CH:32][N:31]=[CH:30][CH:29]=2)[CH:7]=1. (3) Given the reactants [CH3:1][O:2][C:3]1[CH:4]=[C:5]2[C:10](=[CH:11][C:12]=1[O:13][CH3:14])[N:9]=[CH:8][CH:7]=[C:6]2[O:15][C:16]1[CH:22]=[CH:21][C:19]([NH2:20])=[C:18]([CH3:23])[CH:17]=1.C(N(CC)CC)C.ClC(Cl)(O[C:35](=[O:41])OC(Cl)(Cl)Cl)Cl.[F:43][C:44]1[CH:49]=[CH:48][C:47]([CH:50]([NH2:52])[CH3:51])=[CH:46][CH:45]=1, predict the reaction product. The product is: [CH3:1][O:2][C:3]1[CH:4]=[C:5]2[C:10](=[CH:11][C:12]=1[O:13][CH3:14])[N:9]=[CH:8][CH:7]=[C:6]2[O:15][C:16]1[CH:22]=[CH:21][C:19]([NH:20][C:35]([NH:52][CH:50]([C:47]2[CH:48]=[CH:49][C:44]([F:43])=[CH:45][CH:46]=2)[CH3:51])=[O:41])=[C:18]([CH3:23])[CH:17]=1. (4) Given the reactants [F:1][C:2]1[C:3]([CH3:28])([CH3:27])[O:4][C:5]2[C:10]([C:11]=1[C:12]1[CH:17]=[CH:16][C:15]([F:18])=[CH:14][CH:13]=1)=[CH:9][CH:8]=[C:7]([NH:19]C(=O)OC(C)(C)C)[CH:6]=2.Cl.O1CCOCC1, predict the reaction product. The product is: [F:1][C:2]1[C:3]([CH3:28])([CH3:27])[O:4][C:5]2[C:10]([C:11]=1[C:12]1[CH:13]=[CH:14][C:15]([F:18])=[CH:16][CH:17]=1)=[CH:9][CH:8]=[C:7]([NH2:19])[CH:6]=2. (5) The product is: [F:19][C:20]1[CH:21]=[CH:22][C:23]([O:60][CH3:61])=[C:24]([C:26]2[CH:31]=[CH:30][N:29]=[C:28]3[NH:32][C:33]([C:35]4[CH2:40][C@@H:39]([CH2:41][OH:42])[N:38]([C:53]([O:55][C:56]([CH3:57])([CH3:58])[CH3:59])=[O:54])[CH2:37][CH:36]=4)=[CH:34][C:27]=23)[CH:25]=1. Given the reactants [F-].C([N+](CCCC)(CCCC)CCCC)CCC.[F:19][C:20]1[CH:21]=[CH:22][C:23]([O:60][CH3:61])=[C:24]([C:26]2[CH:31]=[CH:30][N:29]=[C:28]3[NH:32][C:33]([C:35]4[CH2:40][C@@H:39]([CH2:41][O:42][Si](C(C)C)(C(C)C)C(C)C)[N:38]([C:53]([O:55][C:56]([CH3:59])([CH3:58])[CH3:57])=[O:54])[CH2:37][CH:36]=4)=[CH:34][C:27]=23)[CH:25]=1, predict the reaction product.